This data is from Reaction yield outcomes from USPTO patents with 853,638 reactions. The task is: Predict the reaction yield, written as a fraction of the theoretical maximum amount of product (1.0 means a 100% yield; for example, 0.34 means a 34% yield). (1) The reactants are Br[C:2]1[CH:11]=[CH:10][CH:9]=[C:8]2[C:3]=1[CH2:4][CH2:5][N:6]([CH:12]1[CH2:16][CH2:15][S:14](=[O:18])(=[O:17])[CH2:13]1)[CH2:7]2.[F:19][C:20]1[C:21]([C:27]2[CH:28]=[C:29]([CH:31]=[CH:32][C:33]=2[CH3:34])[NH2:30])=[N:22][CH:23]=[C:24]([F:26])[CH:25]=1.CC1(C)C2C(=C(P(C3C=CC=CC=3)C3C=CC=CC=3)C=CC=2)OC2C(P(C3C=CC=CC=3)C3C=CC=CC=3)=CC=CC1=2.[O-]P([O-])([O-])=O.[K+].[K+].[K+]. The catalyst is C1C=CC(/C=C/C(/C=C/C2C=CC=CC=2)=O)=CC=1.C1C=CC(/C=C/C(/C=C/C2C=CC=CC=2)=O)=CC=1.C1C=CC(/C=C/C(/C=C/C2C=CC=CC=2)=O)=CC=1.[Pd].[Pd].O1CCOCC1. The product is [F:19][C:20]1[C:21]([C:27]2[CH:28]=[C:29]([NH:30][C:2]3[CH:11]=[CH:10][CH:9]=[C:8]4[C:3]=3[CH2:4][CH2:5][N:6]([CH:12]3[CH2:16][CH2:15][S:14](=[O:18])(=[O:17])[CH2:13]3)[CH2:7]4)[CH:31]=[CH:32][C:33]=2[CH3:34])=[N:22][CH:23]=[C:24]([F:26])[CH:25]=1. The yield is 0.650. (2) The reactants are [C:1]([O:5][C:6]([N:8]([C:16]1[CH:17]=[N:18][CH:19]=[CH:20][C:21]=1[N:22]1[CH2:27][C@H:26]([CH3:28])[C@@H:25]([OH:29])[C@H:24]([NH:30][C:31]([O:33][C:34]([CH3:37])([CH3:36])[CH3:35])=[O:32])[CH2:23]1)[C:9](=[O:15])[O:10][C:11]([CH3:14])([CH3:13])[CH3:12])=[O:7])([CH3:4])([CH3:3])[CH3:2].[CH3:38][S:39](Cl)(=[O:41])=[O:40]. The catalyst is C(Cl)Cl. The product is [CH3:38][S:39]([O:29][C@@H:25]1[C@@H:26]([CH3:28])[CH2:27][N:22]([C:21]2[CH:20]=[CH:19][N:18]=[CH:17][C:16]=2[N:8]([C:9]([O:10][C:11]([CH3:14])([CH3:13])[CH3:12])=[O:15])[C:6]([O:5][C:1]([CH3:2])([CH3:3])[CH3:4])=[O:7])[CH2:23][C@H:24]1[NH:30][C:31]([O:33][C:34]([CH3:36])([CH3:35])[CH3:37])=[O:32])(=[O:41])=[O:40]. The yield is 0.990. (3) The reactants are C1(=O)[N:5]([CH2:6][CH2:7][CH2:8][CH2:9][O:10][C:11]2[CH:16]=[C:15]([Br:17])[CH:14]=[C:13]([Br:18])[CH:12]=2)C(=O)C2=CC=CC=C12.O.NN.Cl. The catalyst is C(O)C. The product is [Br:17][C:15]1[CH:16]=[C:11]([CH:12]=[C:13]([Br:18])[CH:14]=1)[O:10][CH2:9][CH2:8][CH2:7][CH2:6][NH2:5]. The yield is 0.780. (4) The reactants are [Br:1][C:2]1[C:3]([OH:11])=[CH:4][C:5]([Cl:10])=[C:6]([CH:9]=1)[C:7]#[N:8].[CH2:12](Br)[CH:13]=[CH2:14].C([O-])([O-])=O.[K+].[K+]. The catalyst is CC(C)=O. The product is [CH2:14]([O:11][C:3]1[C:2]([Br:1])=[CH:9][C:6]([C:7]#[N:8])=[C:5]([Cl:10])[CH:4]=1)[CH:13]=[CH2:12]. The yield is 0.650. (5) The reactants are C([O-])([O-])=O.[K+].[K+].[C@@H]1(N)CCCC[C@H]1N.[NH:15]1[CH2:19][CH2:18][CH2:17][C:16]1=[O:20].Cl[C:22]1[CH:27]=[CH:26][C:25]([CH3:28])=[CH:24][CH:23]=1. The catalyst is [Cu]I. The product is [CH3:28][C:25]1[CH:26]=[CH:27][C:22]([N:15]2[CH2:19][CH2:18][CH2:17][C:16]2=[O:20])=[CH:23][CH:24]=1. The yield is 0.620. (6) The reactants are C[O:2][C:3](=O)[C:4]1[CH:9]=[CH:8][C:7]([N:10]([CH2:32][C:33]2[CH:38]=[CH:37][CH:36]=[C:35]([C:39]#[N:40])[CH:34]=2)[CH:11]2[CH2:16][CH2:15][N:14]([CH:17]([CH3:31])[CH2:18][CH2:19][NH:20][C:21]([C:23]3[C:28]([Cl:29])=[CH:27][N:26]=[CH:25][C:24]=3[Cl:30])=[O:22])[CH2:13][CH2:12]2)=[CH:6][CH:5]=1.[CH3:42][NH:43][CH3:44]. No catalyst specified. The product is [Cl:29][C:28]1[CH:27]=[N:26][CH:25]=[C:24]([Cl:30])[C:23]=1[C:21]([NH:20][CH2:19][CH2:18][CH:17]([N:14]1[CH2:15][CH2:16][CH:11]([N:10]([CH2:32][C:33]2[CH:38]=[CH:37][CH:36]=[C:35]([C:39]#[N:40])[CH:34]=2)[C:7]2[CH:8]=[CH:9][C:4]([C:3](=[O:2])[N:43]([CH3:44])[CH3:42])=[CH:5][CH:6]=2)[CH2:12][CH2:13]1)[CH3:31])=[O:22]. The yield is 0.500. (7) The reactants are [NH2:1][C:2]1[N:3]=[C:4]([NH:19][C:20]2[CH:25]=[CH:24][C:23]([N:26]3[CH2:31][CH2:30][N:29]([CH3:32])[CH2:28][CH2:27]3)=[CH:22][CH:21]=2)[S:5][C:6]=1[C:7]([C:9]1[CH:14]=[CH:13][C:12](Cl)=[C:11]([N+:16]([O-:18])=[O:17])[CH:10]=1)=[O:8].[CH2:33]([CH2:35][NH2:36])[OH:34].C(N(CC)C(C)C)(C)C. The catalyst is C(O)CCC. The product is [NH2:1][C:2]1[N:3]=[C:4]([NH:19][C:20]2[CH:25]=[CH:24][C:23]([N:26]3[CH2:31][CH2:30][N:29]([CH3:32])[CH2:28][CH2:27]3)=[CH:22][CH:21]=2)[S:5][C:6]=1[C:7]([C:9]1[CH:14]=[CH:13][C:12]([NH:36][CH2:35][CH2:33][OH:34])=[C:11]([N+:16]([O-:18])=[O:17])[CH:10]=1)=[O:8]. The yield is 0.280. (8) The reactants are Cl.[CH3:2][O:3][C:4](=[O:17])[C@H:5]([CH2:7][C:8]1[C:16]2[C:11](=[CH:12][CH:13]=[CH:14][CH:15]=2)[NH:10][CH:9]=1)[NH2:6].C[O:19][C:20](=O)[CH2:21][C@H:22]1[CH2:26]OS(=O)(=O)[N:23]1[C:29]([O:31][CH2:32][CH:33]1[C:45]2[CH:44]=[CH:43][CH:42]=[CH:41][C:40]=2[C:39]2[C:34]1=[CH:35][CH:36]=[CH:37][CH:38]=2)=[O:30].P(O)(O)([O-])=O.[K+]. The catalyst is C(#N)C. The product is [CH3:2][O:3][C:4](=[O:17])[C@@H:5]([N:6]1[CH2:26][C@@H:22]([NH:23][C:29]([O:31][CH2:32][CH:33]2[C:34]3[CH:35]=[CH:36][CH:37]=[CH:38][C:39]=3[C:40]3[C:45]2=[CH:44][CH:43]=[CH:42][CH:41]=3)=[O:30])[CH2:21][C:20]1=[O:19])[CH2:7][C:8]1[C:16]2[C:11](=[CH:12][CH:13]=[CH:14][CH:15]=2)[NH:10][CH:9]=1. The yield is 0.780. (9) The reactants are [NH2:1][C:2]1[CH:7]=[CH:6][C:5]([C@@H:8]2[O:13][CH2:12][CH2:11][N:10]([C@@H](C3C=CC=CC=3)C)[CH2:9]2)=[CH:4][CH:3]=1.C([O-])=O.[NH4+].O1CCCC1.CO. The catalyst is [Pd].O. The product is [NH:10]1[CH2:11][CH2:12][O:13][C@@H:8]([C:5]2[CH:6]=[CH:7][C:2]([NH2:1])=[CH:3][CH:4]=2)[CH2:9]1. The yield is 0.950.